This data is from Reaction yield outcomes from USPTO patents with 853,638 reactions. The task is: Predict the reaction yield, written as a fraction of the theoretical maximum amount of product (1.0 means a 100% yield; for example, 0.34 means a 34% yield). (1) The reactants are [C:1]([O:5][C:6]([NH:8][C@H:9]1[CH2:14][CH2:13][C@H:12]([C:15]([OH:17])=O)[CH2:11][CH2:10]1)=[O:7])([CH3:4])([CH3:3])[CH3:2].[CH3:18][CH:19]([N:21]1[CH2:26][CH2:25][NH:24][CH2:23][CH2:22]1)[CH3:20].CN(C(ON1N=NC2C=CC=CC1=2)=[N+](C)C)C.[B-](F)(F)(F)F.CCN(CC)CC. The catalyst is CN(C=O)C. The product is [C:1]([O:5][C:6](=[O:7])[NH:8][C@H:9]1[CH2:10][CH2:11][C@H:12]([C:15]([N:24]2[CH2:25][CH2:26][N:21]([CH:19]([CH3:20])[CH3:18])[CH2:22][CH2:23]2)=[O:17])[CH2:13][CH2:14]1)([CH3:2])([CH3:3])[CH3:4]. The yield is 0.940. (2) The yield is 0.962. The product is [CH3:3][CH:2]([N:4]1[C:12](/[CH:13]=[CH:14]/[CH:15]([OH:24])[CH2:16][CH:17]([OH:23])[CH2:18][C:19]([O-:21])=[O:20])=[C:11]([C:25]2[CH:26]=[CH:27][C:28]([F:31])=[CH:29][CH:30]=2)[C:10]2[CH:9]=[CH:8][CH:7]=[CH:6][C:5]1=2)[CH3:1].[Na+:33]. The reactants are [CH3:1][CH:2]([N:4]1[C:12](/[CH:13]=[CH:14]/[C@H:15]([OH:24])[CH2:16][C@H:17]([OH:23])[CH2:18][C:19]([O:21]C)=[O:20])=[C:11]([C:25]2[CH:30]=[CH:29][C:28]([F:31])=[CH:27][CH:26]=2)[C:10]2[C:5]1=[CH:6][CH:7]=[CH:8][CH:9]=2)[CH3:3].[OH-].[Na+:33].C(O)CCC. The catalyst is C(#N)C. (3) The reactants are C([O:3][C:4](=[O:18])[CH2:5][N:6]1[C:10]2[CH:11]=[C:12]([O:15][CH3:16])[CH:13]=[CH:14][C:9]=2[O:8][C:7]1=[O:17])C.[Li+].[OH-].CC#N.O.FC(F)(F)C(O)=O. The catalyst is O1CCCC1.O. The product is [CH3:16][O:15][C:12]1[CH:13]=[CH:14][C:9]2[O:8][C:7](=[O:17])[N:6]([CH2:5][C:4]([OH:18])=[O:3])[C:10]=2[CH:11]=1. The yield is 0.730. (4) The reactants are [CH:1]([O:4][C:5]([N:7]1[CH2:12][CH2:11][CH:10]([O:13][C:14]2[C:19]([O:20][CH3:21])=[C:18]([NH:22][C:23]3[C:24]([CH3:30])=[N:25][C:26]([Br:29])=[CH:27][CH:28]=3)[N:17]=[CH:16][N:15]=2)[CH2:9][CH2:8]1)=[O:6])([CH3:3])[CH3:2].[CH3:31][C:32]([O:35][C:36](O[C:36]([O:35][C:32]([CH3:34])([CH3:33])[CH3:31])=[O:37])=[O:37])([CH3:34])[CH3:33]. The catalyst is C1COCC1.CN(C)C1C=CN=CC=1. The product is [CH:1]([O:4][C:5]([N:7]1[CH2:8][CH2:9][CH:10]([O:13][C:14]2[C:19]([O:20][CH3:21])=[C:18]([N:22]([C:23]3[C:24]([CH3:30])=[N:25][C:26]([Br:29])=[CH:27][CH:28]=3)[C:36]([O:35][C:32]([CH3:34])([CH3:33])[CH3:31])=[O:37])[N:17]=[CH:16][N:15]=2)[CH2:11][CH2:12]1)=[O:6])([CH3:3])[CH3:2]. The yield is 0.920. (5) The reactants are [N:1]1[CH:6]=[CH:5][CH:4]=[CH:3][C:2]=1[CH:7]1[CH2:12][CH2:11][NH:10][CH2:9][CH2:8]1.C(OC([NH:20][CH2:21][CH2:22][CH2:23]Br)=O)(C)(C)C.C(=O)([O-])[O-].[K+].[K+]. The catalyst is O1CCOCC1. The product is [N:1]1[CH:6]=[CH:5][CH:4]=[CH:3][C:2]=1[CH:7]1[CH2:12][CH2:11][N:10]([CH2:23][CH2:22][CH2:21][NH2:20])[CH2:9][CH2:8]1. The yield is 0.490. (6) The reactants are [Cl:1][C:2]1[CH:7]=[C:6]2[NH:8][C:9](=[O:32])[C:10]3([CH:15]([C:16]4[CH:21]=[CH:20][CH:19]=[C:18]([Cl:22])[CH:17]=4)[CH2:14][C:13](=O)[NH:12][CH:11]3[C:24]3[CH:29]=[C:28]([F:30])[CH:27]=[CH:26][C:25]=3[CH3:31])[C:5]2=[CH:4][CH:3]=1.COC1C=CC(P2(=S)SP(=S)(C3C=CC(OC)=CC=3)[S:42]2)=CC=1. The catalyst is C1(C)C=CC=CC=1. The product is [Cl:1][C:2]1[CH:7]=[C:6]2[NH:8][C:9](=[O:32])[C:10]3([CH:15]([C:16]4[CH:21]=[CH:20][CH:19]=[C:18]([Cl:22])[CH:17]=4)[CH2:14][C:13](=[S:42])[NH:12][CH:11]3[C:24]3[CH:29]=[C:28]([F:30])[CH:27]=[CH:26][C:25]=3[CH3:31])[C:5]2=[CH:4][CH:3]=1. The yield is 0.920. (7) The reactants are CC(C)([O-])C.[K+].CS(C)=O.[CH2:11]([O:18][CH2:19][C@@H:20]1[CH2:24][CH2:23][CH2:22][N:21]1[S:25]([C:28]1[CH:29]=[C:30]2[C:34](=[CH:35][CH:36]=1)[NH:33][C:32](=[O:37])[C:31]12[O:42][CH2:41][CH2:40][CH2:39][O:38]1)(=[O:27])=[O:26])[C:12]1[CH:17]=[CH:16][CH:15]=[CH:14][CH:13]=1.Cl[CH2:44][C:45]([CH3:49])([CH3:48])[C:46]#[N:47]. The catalyst is O. The product is [CH2:11]([O:18][CH2:19][C@@H:20]1[CH2:24][CH2:23][CH2:22][N:21]1[S:25]([C:28]1[CH:29]=[C:30]2[C:34](=[CH:35][CH:36]=1)[N:33]([CH2:44][C:45]([CH3:49])([CH3:48])[C:46]#[N:47])[C:32](=[O:37])[C:31]12[O:38][CH2:39][CH2:40][CH2:41][O:42]1)(=[O:26])=[O:27])[C:12]1[CH:17]=[CH:16][CH:15]=[CH:14][CH:13]=1. The yield is 0.660. (8) The reactants are C[O:2][C:3]1[CH:4]=[C:5]2[C:10](=[CH:11][CH:12]=1)[S:9][C:8]([CH3:14])([CH3:13])[CH2:7][C:6]2=[O:15].B(Br)(Br)Br. The catalyst is C(Cl)Cl. The product is [OH:2][C:3]1[CH:4]=[C:5]2[C:10](=[CH:11][CH:12]=1)[S:9][C:8]([CH3:13])([CH3:14])[CH2:7][C:6]2=[O:15]. The yield is 0.400.